Predict the reaction yield, written as a fraction of the theoretical maximum amount of product (1.0 means a 100% yield; for example, 0.34 means a 34% yield). From a dataset of Reaction yield outcomes from USPTO patents with 853,638 reactions. (1) The reactants are [CH3:1][NH:2][C:3]([C@@H:5]1[CH2:10][CH2:9][CH2:8][C@H:7]([C:11]([O:13][CH3:14])=[O:12])[CH2:6]1)=O.[N-:15]=[N+:16]=[N-:17].[Na+].FC(F)(F)S(OS(C(F)(F)F)(=O)=O)(=O)=O.C(=O)(O)[O-].[Na+]. The catalyst is C(#N)C.CCOC(C)=O. The product is [CH3:1][N:2]1[C:3]([C@@H:5]2[CH2:10][CH2:9][CH2:8][C@H:7]([C:11]([O:13][CH3:14])=[O:12])[CH2:6]2)=[N:17][N:16]=[N:15]1. The yield is 0.680. (2) The reactants are [CH2:1]([C:5]1[CH:13]=[CH:12][C:8]([C:9]([OH:11])=O)=[CH:7][CH:6]=1)[CH:2]([CH3:4])[CH3:3].ON1C2C=CC=CC=2N=N1.F[B-](F)(F)F.N1(OC(N(C)C)=[N+](C)C)C2C=CC=CC=2N=N1.C(N(C(C)C)CC)(C)C.[NH2:55][C:56](=[N:68]O)[C:57]1[N:58]=[CH:59][C:60]([C:63]([O:65][CH2:66][CH3:67])=[O:64])=[N:61][CH:62]=1. The catalyst is O1CCOCC1. The product is [CH2:1]([C:5]1[CH:6]=[CH:7][C:8]([C:9]2[O:11][N:55]=[C:56]([C:57]3[N:58]=[CH:59][C:60]([C:63]([O:65][CH2:66][CH3:67])=[O:64])=[N:61][CH:62]=3)[N:68]=2)=[CH:12][CH:13]=1)[CH:2]([CH3:3])[CH3:4]. The yield is 0.270. (3) The reactants are [CH3:1][O:2][CH2:3][CH2:4][NH:5][CH2:6][CH2:7][O:8][CH3:9].[Br:10][C:11]1[CH:16]=[CH:15][C:14]([S:17](Cl)(=[O:19])=[O:18])=[CH:13][CH:12]=1. No catalyst specified. The product is [Br:10][C:11]1[CH:16]=[CH:15][C:14]([S:17]([N:5]([CH2:6][CH2:7][O:8][CH3:9])[CH2:4][CH2:3][O:2][CH3:1])(=[O:19])=[O:18])=[CH:13][CH:12]=1. The yield is 0.990. (4) The reactants are C1(P(C2C=CC=CC=2)C2C=CC=CC=2)C=CC=CC=1.BrN1C(=O)CCC1=O.[CH:28]1([CH2:33][CH:34]([C:38]2[CH:43]=[CH:42][C:41]([C:44]([F:47])([F:46])[F:45])=[C:40]([F:48])[CH:39]=2)[C:35]([OH:37])=O)[CH2:32][CH2:31][CH2:30][CH2:29]1.[NH2:49][C:50]1[S:51][CH:52]=[CH:53][N:54]=1. The catalyst is C(Cl)Cl. The product is [CH:28]1([CH2:33][CH:34]([C:38]2[CH:43]=[CH:42][C:41]([C:44]([F:45])([F:47])[F:46])=[C:40]([F:48])[CH:39]=2)[C:35]([NH:49][C:50]2[S:51][CH:52]=[CH:53][N:54]=2)=[O:37])[CH2:29][CH2:30][CH2:31][CH2:32]1. The yield is 0.640. (5) The reactants are [CH2:1]([N:8]1[CH2:13][CH2:12][C:11]([C:22]2[CH:29]=[CH:28][C:25]([C:26]#[N:27])=[CH:24][CH:23]=2)([C:14]2[CH:19]=[CH:18][CH:17]=[C:16]([O:20][CH3:21])[CH:15]=2)[CH2:10][CH2:9]1)[C:2]1[CH:7]=[CH:6][CH:5]=[CH:4][CH:3]=1.C([Sn](=O)CCCC)CCC.C[Si]([N:44]=[N+:45]=[N-:46])(C)C. The catalyst is C1(C)C=CC=CC=1. The product is [CH2:1]([N:8]1[CH2:13][CH2:12][C:11]([C:14]2[CH:19]=[CH:18][CH:17]=[C:16]([O:20][CH3:21])[CH:15]=2)([C:22]2[CH:23]=[CH:24][C:25]([C:26]3[NH:46][N:45]=[N:44][N:27]=3)=[CH:28][CH:29]=2)[CH2:10][CH2:9]1)[C:2]1[CH:7]=[CH:6][CH:5]=[CH:4][CH:3]=1. The yield is 0.710. (6) The reactants are [Li+].[OH-].[O:3]=[C:4]1[C@H:10]([CH2:11][C:12]([O:14]C)=[O:13])[CH2:9][C:8]2[CH:16]=[CH:17][C:18]([O:20][CH2:21][CH2:22][CH2:23][NH:24][C:25]3[CH:30]=[CH:29][CH:28]=[CH:27][N:26]=3)=[CH:19][C:7]=2[CH2:6][N:5]1[CH2:31][CH2:32][C:33]1[CH:38]=[CH:37][CH:36]=[CH:35][CH:34]=1. The catalyst is C1COCC1.O. The product is [O:3]=[C:4]1[C@H:10]([CH2:11][C:12]([OH:14])=[O:13])[CH2:9][C:8]2[CH:16]=[CH:17][C:18]([O:20][CH2:21][CH2:22][CH2:23][NH:24][C:25]3[CH:30]=[CH:29][CH:28]=[CH:27][N:26]=3)=[CH:19][C:7]=2[CH2:6][N:5]1[CH2:31][CH2:32][C:33]1[CH:38]=[CH:37][CH:36]=[CH:35][CH:34]=1. The yield is 0.480. (7) The reactants are II.C(Br)C.Br[C:7]1[CH:19]=[CH:18][C:10]([O:11][CH:12]2[CH2:17][CH2:16][CH2:15][CH2:14][O:13]2)=[CH:9][CH:8]=1.[CH3:20][N:21]([CH3:38])[CH2:22][CH2:23][CH2:24][N:25]1[CH:30]=[CH:29][C:28]([C:31](N(OC)C)=[O:32])=[CH:27][C:26]1=[O:37]. The catalyst is C1COCC1. The product is [CH3:38][N:21]([CH3:20])[CH2:22][CH2:23][CH2:24][N:25]1[CH:30]=[CH:29][C:28]([C:31](=[O:32])[C:7]2[CH:19]=[CH:18][C:10]([O:11][CH:12]3[CH2:17][CH2:16][CH2:15][CH2:14][O:13]3)=[CH:9][CH:8]=2)=[CH:27][C:26]1=[O:37]. The yield is 0.800. (8) The reactants are C(C1[CH:15]=[CH:14][C:13]2[C:12]3[C:7](=[CH:8][CH:9]=[CH:10][CH:11]=3)[CH2:6][C:5]=2C=1)#N.[H-].[Na+].C[N:19]1[C:23](=O)[CH2:22][CH2:21][CH2:20]1.[CH3:25]I. The catalyst is O. The product is [C:23]([C:22]1[CH:15]=[CH:14][C:13]2[C:12]3[C:7](=[CH:8][CH:9]=[CH:10][CH:11]=3)[C:6]([CH3:5])([CH3:25])[C:20]=2[CH:21]=1)#[N:19]. The yield is 0.600. (9) The reactants are [CH2:1]([O:3][C:4]1[CH:5]=[C:6]([CH:27]=[CH:28][CH:29]=1)[C:7]([C:9]1[C:18]2[C:13](=[CH:14][C:15]([O:21][CH:22]([CH3:24])[CH3:23])=[C:16]([O:19][CH3:20])[CH:17]=2)[C:12]([CH:25]=[O:26])=[CH:11][N:10]=1)=[O:8])[CH3:2].O.P([O-])(O)(O)=[O:32].[Na+].CC(=CC)C.Cl([O-])=O.[Na+]. The catalyst is C(O)(C)(C)C.O. The product is [CH2:1]([O:3][C:4]1[CH:5]=[C:6]([CH:27]=[CH:28][CH:29]=1)[C:7]([C:9]1[C:18]2[C:13](=[CH:14][C:15]([O:21][CH:22]([CH3:24])[CH3:23])=[C:16]([O:19][CH3:20])[CH:17]=2)[C:12]([C:25]([OH:32])=[O:26])=[CH:11][N:10]=1)=[O:8])[CH3:2]. The yield is 0.230. (10) The reactants are [NH2:1][C:2]1[CH:10]=[CH:9][C:5]([C:6]([OH:8])=[O:7])=[CH:4][C:3]=1[OH:11].Cl.[CH3:13]O. No catalyst specified. The product is [NH2:1][C:2]1[CH:10]=[CH:9][C:5]([C:6]([O:8][CH3:13])=[O:7])=[CH:4][C:3]=1[OH:11]. The yield is 0.970.